This data is from Reaction yield outcomes from USPTO patents with 853,638 reactions. The task is: Predict the reaction yield, written as a fraction of the theoretical maximum amount of product (1.0 means a 100% yield; for example, 0.34 means a 34% yield). (1) The reactants are [Br:1][C:2]1[CH:14]=[CH:13][C:5]([O:6][C:7]([CH3:12])([CH3:11])[C:8](O)=[O:9])=[CH:4][CH:3]=1.C1COCC1. No catalyst specified. The product is [Br:1][C:2]1[CH:14]=[CH:13][C:5]([O:6][C:7]([CH3:11])([CH3:12])[CH2:8][OH:9])=[CH:4][CH:3]=1. The yield is 0.850. (2) The reactants are C([O:4][CH2:5][C@@H:6]1[CH2:11][C@@H:10]([O:12][Si:13]([C:16]([CH3:19])([CH3:18])[CH3:17])([CH3:15])[CH3:14])[CH2:9][C:8](=[O:20])[O:7]1)(=O)C. The catalyst is CO.C1COCC1. The product is [Si:13]([O:12][C@@H:10]1[CH2:11][C@@H:6]([CH2:5][OH:4])[O:7][C:8](=[O:20])[CH2:9]1)([C:16]([CH3:19])([CH3:18])[CH3:17])([CH3:15])[CH3:14]. The yield is 0.540. (3) The reactants are [O:1]1[CH2:5][CH2:4][CH:3]([C:6]([OH:8])=[O:7])[CH2:2]1.[CH3:9]C1C=CC(S(O)(=O)=O)=CC=1. The catalyst is CO. The product is [O:1]1[CH2:5][CH2:4][CH:3]([C:6]([O:8][CH3:9])=[O:7])[CH2:2]1. The yield is 0.660. (4) The catalyst is ClCCl.FC(F)(F)C(O)=O. The yield is 0.700. The product is [CH:1]1([CH:4]([NH:6][C:7]([C:9]2[C:17]3[C:12](=[N:13][CH:14]=[C:15]([O:18][C:19]4[CH:24]=[CH:23][CH:22]=[CH:21][CH:20]=4)[N:16]=3)[NH:11][CH:10]=2)=[O:8])[CH3:5])[CH2:3][CH2:2]1. The reactants are [CH:1]1([CH:4]([NH:6][C:7]([C:9]2[C:17]3[C:12](=[N:13][CH:14]=[C:15]([O:18][C:19]4[CH:24]=[CH:23][CH:22]=[CH:21][CH:20]=4)[N:16]=3)[N:11](COCC[Si](C)(C)C)[CH:10]=2)=[O:8])[CH3:5])[CH2:3][CH2:2]1.